Predict the reaction yield, written as a fraction of the theoretical maximum amount of product (1.0 means a 100% yield; for example, 0.34 means a 34% yield). From a dataset of Reaction yield outcomes from USPTO patents with 853,638 reactions. (1) The product is [CH:23]([C:16]1[C:17]2[C:22](=[CH:21][CH:20]=[CH:19][CH:18]=2)[C:13]([CH2:12][N:3]2[C:2](=[O:1])[C:10]3[C:5](=[CH:6][CH:7]=[CH:8][CH:9]=3)[C:25]2=[O:28])=[CH:14][CH:15]=1)=[CH2:32]. The catalyst is [Br-].C[P+](C1C=CC=CC=1)(C1C=CC=CC=1)C1C=CC=CC=1. The reactants are [O:1]=[C:2]1[C:10]2[C:5](=[CH:6][CH:7]=[CH:8][CH:9]=2)C(=O)[N:3]1[CH2:12][C:13]1[C:22]2[C:17](=[CH:18][CH:19]=[CH:20][CH:21]=2)[C:16]([CH:23]=O)=[CH:15][CH:14]=1.[C:25]([O-:28])([O-])=O.[K+].[K+].O1CCOC[CH2:32]1. The yield is 0.670. (2) The reactants are [NH2:1][C:2]1[C:3]([F:23])=[CH:4][C:5]([Cl:22])=[C:6]([C:8]2[C:9](=[O:21])[N:10]([CH2:19][CH3:20])[C:11]3[C:16]([CH:17]=2)=[CH:15][N:14]=[C:13](Cl)[CH:12]=3)[CH:7]=1.[CH3:24][N:25]1[CH2:29][CH2:28][CH:27]([NH2:30])[CH2:26]1.C1CCN2C(=NCCC2)CC1. The catalyst is CN1C(=O)CCC1. The product is [NH2:1][C:2]1[C:3]([F:23])=[CH:4][C:5]([Cl:22])=[C:6]([C:8]2[C:9](=[O:21])[N:10]([CH2:19][CH3:20])[C:11]3[C:16]([CH:17]=2)=[CH:15][N:14]=[C:13]([NH:30][CH:27]2[CH2:28][CH2:29][N:25]([CH3:24])[CH2:26]2)[CH:12]=3)[CH:7]=1. The yield is 0.850. (3) The reactants are [H-].[Na+].[C:3]([O:11][CH2:12][CH3:13])(=[O:10])[CH2:4][C:5]([O:7][CH2:8][CH3:9])=[O:6].[Br:14][C:15]1[CH:16]=[C:17]([N+:22]([O-:24])=[O:23])[C:18](Cl)=[N:19][CH:20]=1. The catalyst is CN(C)C=O. The product is [Br:14][C:15]1[CH:16]=[C:17]([N+:22]([O-:24])=[O:23])[C:18]([CH:4]([C:5]([O:7][CH2:8][CH3:9])=[O:6])[C:3]([O:11][CH2:12][CH3:13])=[O:10])=[N:19][CH:20]=1. The yield is 0.690. (4) The reactants are [CH3:1][N:2]1[CH2:7][CH2:6][NH:5][CH2:4][CH2:3]1.[C:8]([C:12]1[CH:13]=[C:14]([C:22]2[N:26]([C:27]3[CH:35]=[CH:34][C:30]([C:31]([OH:33])=O)=[CH:29][CH:28]=3)[N:25]=[C:24]([C:36]3[CH:41]=[CH:40][C:39]([C:42]([O:44][CH3:45])=[O:43])=[CH:38][CH:37]=3)[CH:23]=2)[CH:15]=[C:16]([O:18][CH:19]([CH3:21])[CH3:20])[CH:17]=1)([CH3:11])([CH3:10])[CH3:9].ON1C2C=CC=CC=2N=N1.CCN=C=NCCCN(C)C. The catalyst is ClCCl. The product is [C:8]([C:12]1[CH:13]=[C:14]([C:22]2[N:26]([C:27]3[CH:35]=[CH:34][C:30]([C:31]([N:5]4[CH2:6][CH2:7][N:2]([CH3:1])[CH2:3][CH2:4]4)=[O:33])=[CH:29][CH:28]=3)[N:25]=[C:24]([C:36]3[CH:41]=[CH:40][C:39]([C:42]([O:44][CH3:45])=[O:43])=[CH:38][CH:37]=3)[CH:23]=2)[CH:15]=[C:16]([O:18][CH:19]([CH3:21])[CH3:20])[CH:17]=1)([CH3:10])([CH3:9])[CH3:11]. The yield is 0.670. (5) The reactants are F[C:2]1[N:7]=[C:6]([NH2:8])[CH:5]=[CH:4][CH:3]=1.[NH:9]1[CH2:14][CH2:13][CH2:12][CH2:11][CH2:10]1. The catalyst is O. The product is [N:9]1([C:2]2[N:7]=[C:6]([NH2:8])[CH:5]=[CH:4][CH:3]=2)[CH2:14][CH2:13][CH2:12][CH2:11][CH2:10]1. The yield is 0.940.